Dataset: Forward reaction prediction with 1.9M reactions from USPTO patents (1976-2016). Task: Predict the product of the given reaction. Given the reactants [CH3:1][O:2][C:3]1[CH:12]=[C:11]2[C:6]([CH2:7][CH2:8][C:9](=[O:15])[C:10]2([CH3:14])[CH3:13])=[CH:5][CH:4]=1.C1C(=O)N([Cl:23])C(=O)C1, predict the reaction product. The product is: [Cl:23][C:4]1[CH:5]=[C:6]2[C:11](=[CH:12][C:3]=1[O:2][CH3:1])[C:10]([CH3:13])([CH3:14])[C:9](=[O:15])[CH2:8][CH2:7]2.